The task is: Predict the reactants needed to synthesize the given product.. This data is from Full USPTO retrosynthesis dataset with 1.9M reactions from patents (1976-2016). (1) Given the product [OH:41][CH:38]([CH2:39][OH:40])[CH2:37][NH:36][C:31](=[O:32])[CH2:30][O:29][C:27]1[CH:26]=[CH:25][C:23]2[N:24]=[C:20]([NH:19][C:17]([C:16]3[NH:15][CH:14]=[N:13][C:12]=3[C:10]([NH:9][C:3]3[CH:4]=[CH:5][C:6]([CH3:8])=[CH:7][C:2]=3[CH3:1])=[O:11])=[O:18])[NH:21][C:22]=2[CH:28]=1, predict the reactants needed to synthesize it. The reactants are: [CH3:1][C:2]1[CH:7]=[C:6]([CH3:8])[CH:5]=[CH:4][C:3]=1[NH:9][C:10]([C:12]1[N:13]=[CH:14][NH:15][C:16]=1[C:17]([NH:19][C:20]1[NH:24][C:23]2[CH:25]=[CH:26][C:27]([O:29][CH2:30][C:31](OCC)=[O:32])=[CH:28][C:22]=2[N:21]=1)=[O:18])=[O:11].[NH2:36][CH2:37][CH:38]([OH:41])[CH2:39][OH:40].CC(N(C)C)=O. (2) Given the product [CH2:3]([O:10][C:11]1[CH:20]=[C:19]2[C:14]([CH:15]=[CH:16][C:17](=[O:21])[NH:18]2)=[C:13]([CH:22]2[CH2:23][O:25]2)[CH:12]=1)[C:4]1[CH:9]=[CH:8][CH:7]=[CH:6][CH:5]=1, predict the reactants needed to synthesize it. The reactants are: [BH4-].[Li+].[CH2:3]([O:10][C:11]1[CH:20]=[C:19]2[C:14]([CH:15]=[CH:16][C:17](=[O:21])[NH:18]2)=[C:13]([C:22](=[O:25])[CH2:23]Cl)[CH:12]=1)[C:4]1[CH:9]=[CH:8][CH:7]=[CH:6][CH:5]=1.[OH-].[Na+].[Cl-].[Na+].